Dataset: Full USPTO retrosynthesis dataset with 1.9M reactions from patents (1976-2016). Task: Predict the reactants needed to synthesize the given product. (1) Given the product [Cl:1][C:2]1[CH:7]=[CH:6][C:5]([NH2:8])=[CH:4][C:3]=1[C:9]1[N:13]([CH3:14])[C:12]2[CH:15]=[CH:16][C:17]([Cl:20])=[CH:18][C:11]=2[N:10]=1.[Cl:20][C:21]1[CH:26]=[CH:25][C:24]([CH3:2])=[CH:23][C:22]=1[N+:28]([O-:30])=[O:29], predict the reactants needed to synthesize it. The reactants are: [Cl:1][C:2]1[CH:7]=[CH:6][C:5]([NH2:8])=[CH:4][C:3]=1[C:9]1[N:13]([CH3:14])[C:12]2[CH:15]=[CH:16][C:17](C)=[CH:18][C:11]=2[N:10]=1.[Cl:20][C:21]1[CH:26]=[CH:25][C:24](Cl)=[CH:23][C:22]=1[N+:28]([O-:30])=[O:29]. (2) The reactants are: [C:1]([NH:8][CH2:9][CH2:10][CH2:11][CH2:12][NH2:13])([O:3][C:4]([CH3:7])([CH3:6])[CH3:5])=[O:2].F[C:15]1[CH:20]=[CH:19][C:18]([N+:21]([O-:23])=[O:22])=[CH:17][C:16]=1[N+:24]([O-:26])=[O:25].C(N(CC)CC)C. Given the product [C:4]([O:3][C:1]([NH:8][CH2:9][CH2:10][CH2:11][CH2:12][NH:13][C:19]1[CH:20]=[CH:15][C:16]([N+:24]([O-:26])=[O:25])=[CH:17][C:18]=1[N+:21]([O-:23])=[O:22])=[O:2])([CH3:5])([CH3:6])[CH3:7], predict the reactants needed to synthesize it. (3) Given the product [F:1][C:2]1[CH:31]=[CH:30][C:5]([C:6]([N:8]([CH2:12][C:13]2[CH:29]=[CH:28][CH:27]=[CH:26][C:14]=2[O:15][CH2:16][CH2:17][CH2:18][CH2:19][CH2:20][C:21]([OH:23])=[O:22])[CH:9]([CH3:11])[CH3:10])=[O:7])=[CH:4][CH:3]=1, predict the reactants needed to synthesize it. The reactants are: [F:1][C:2]1[CH:31]=[CH:30][C:5]([C:6]([N:8]([CH2:12][C:13]2[CH:29]=[CH:28][CH:27]=[CH:26][C:14]=2[O:15][CH2:16][CH2:17][CH2:18][CH2:19][CH2:20][C:21]([O:23]CC)=[O:22])[CH:9]([CH3:11])[CH3:10])=[O:7])=[CH:4][CH:3]=1.O.[OH-].[Li+].Cl. (4) Given the product [O:1]=[C:2]([C:22]1[S:23][C:24]([C:27]2[CH:28]=[CH:29][C:30]([C:33]([F:36])([F:34])[F:35])=[CH:31][CH:32]=2)=[CH:25][CH:26]=1)[CH2:3][CH2:4][C:5]1[CH:21]=[CH:20][C:8]([O:9][CH:10]([CH2:18][CH3:19])[C:11]([OH:13])=[O:12])=[CH:7][CH:6]=1, predict the reactants needed to synthesize it. The reactants are: [O:1]=[C:2]([C:22]1[S:23][C:24]([C:27]2[CH:32]=[CH:31][C:30]([C:33]([F:36])([F:35])[F:34])=[CH:29][CH:28]=2)=[CH:25][CH:26]=1)[CH2:3][CH2:4][C:5]1[CH:21]=[CH:20][C:8]([O:9][CH:10]([CH2:18][CH3:19])[C:11]([O:13]C(C)(C)C)=[O:12])=[CH:7][CH:6]=1.FC(F)(F)C(O)=O. (5) Given the product [I:11][C:8]1[CH:7]=[C:3]2[C:2](=[CH:10][CH:9]=1)[NH:1][C:13](=[O:14])[NH:12][C:4]2=[O:5], predict the reactants needed to synthesize it. The reactants are: [NH2:1][C:2]1[CH:10]=[CH:9][C:8]([I:11])=[CH:7][C:3]=1[C:4](O)=[O:5].[NH2:12][C:13](N)=[O:14].O. (6) The reactants are: Cl.[NH:2]1[C:10]2[C:5](=[CH:6][C:7]([NH:11][NH2:12])=[CH:8][CH:9]=2)[CH:4]=[N:3]1.[CH3:13][C:14]([CH3:21])([CH3:20])[C:15](=O)[CH2:16][C:17]#[N:18]. Given the product [C:14]([C:15]1[CH:16]=[C:17]([NH2:18])[N:11]([C:7]2[CH:6]=[C:5]3[C:10](=[CH:9][CH:8]=2)[NH:2][N:3]=[CH:4]3)[N:12]=1)([CH3:21])([CH3:20])[CH3:13], predict the reactants needed to synthesize it. (7) Given the product [OH:17][C:15]1[CH:16]=[C:7]([C:6]2[S:5][C:4]([C:35]([N:38]3[CH2:43][CH2:42][CH2:41][CH2:40][CH2:39]3)=[O:36])=[CH:3][C:2]=2[CH3:1])[CH:8]=[C:9]2[C:14]=1[N:13]=[CH:12][NH:11][C:10]2=[O:34], predict the reactants needed to synthesize it. The reactants are: [CH3:1][C:2]1[CH:3]=[C:4]([C:35](O)=[O:36])[S:5][C:6]=1[C:7]1[CH:8]=[C:9]2[C:14](=[C:15]([O:17]COCC[Si](C)(C)C)[CH:16]=1)[N:13]=[CH:12][N:11](COCC[Si](C)(C)C)[C:10]2=[O:34].[NH:38]1[CH2:43][CH2:42][CH2:41][CH2:40][CH2:39]1.C(N(CC)C(C)C)(C)C.F[P-](F)(F)(F)(F)F.N1(OC(N(C)C)=[N+](C)C)C2N=CC=CC=2N=N1.